This data is from Forward reaction prediction with 1.9M reactions from USPTO patents (1976-2016). The task is: Predict the product of the given reaction. (1) Given the reactants [F:1][CH2:2][C:3](=[CH2:14])[C:4]([O:6][CH2:7][C:8]1[CH:13]=[CH:12][CH:11]=[CH:10][CH:9]=1)=[O:5].[CH2:15]=[C:16]([O:19][Si:20]([CH3:23])([CH3:22])[CH3:21])[CH:17]=[CH2:18], predict the reaction product. The product is: [F:1][CH2:2][C:3]1([C:4]([O:6][CH2:7][C:8]2[CH:13]=[CH:12][CH:11]=[CH:10][CH:9]=2)=[O:5])[CH2:18][CH2:17][C:16]([O:19][Si:20]([CH3:23])([CH3:22])[CH3:21])=[CH:15][CH2:14]1. (2) Given the reactants [NH2:1][C:2]([C:4]1[CH:5]=[C:6]2[C:11](=[CH:12][CH:13]=1)[C:10]([CH:14]1[CH2:19][CH2:18][N:17]([C:20]([O:22][C:23]([CH3:26])([CH3:25])[CH3:24])=[O:21])[CH2:16][CH2:15]1)=[CH:9][CH:8]=[CH:7]2)=O.CS(Cl)(=O)=O.O, predict the reaction product. The product is: [C:2]([C:4]1[CH:5]=[C:6]2[C:11](=[CH:12][CH:13]=1)[C:10]([CH:14]1[CH2:19][CH2:18][N:17]([C:20]([O:22][C:23]([CH3:26])([CH3:25])[CH3:24])=[O:21])[CH2:16][CH2:15]1)=[CH:9][CH:8]=[CH:7]2)#[N:1]. (3) Given the reactants [O:1]=[C:2]1[N:7]([CH2:8][C:9]2[CH:10]=[C:11]([CH:15]=[CH:16][CH:17]=2)[C:12](Cl)=[O:13])[N:6]=[C:5]([C:18]2[O:22][N:21]=[C:20]([C:23]3[CH:28]=[CH:27][C:26]([C:29]([CH3:35])([CH3:34])[C:30]([F:33])([F:32])[F:31])=[CH:25][CH:24]=3)[N:19]=2)[CH:4]=[CH:3]1.[CH2:36]([NH2:43])[C:37]1[CH:42]=[CH:41][CH:40]=[CH:39][CH:38]=1, predict the reaction product. The product is: [CH2:36]([NH:43][C:12](=[O:13])[C:11]1[CH:15]=[CH:16][CH:17]=[C:9]([CH2:8][N:7]2[C:2](=[O:1])[CH:3]=[CH:4][C:5]([C:18]3[O:22][N:21]=[C:20]([C:23]4[CH:24]=[CH:25][C:26]([C:29]([CH3:34])([CH3:35])[C:30]([F:31])([F:33])[F:32])=[CH:27][CH:28]=4)[N:19]=3)=[N:6]2)[CH:10]=1)[C:37]1[CH:42]=[CH:41][CH:40]=[CH:39][CH:38]=1. (4) Given the reactants [F:1][C:2]1[CH:22]=[C:21]([F:23])[CH:20]=[CH:19][C:3]=1[O:4][C:5]1[CH2:9][N:8]([C@@H:10]([CH2:14][CH:15]([CH3:17])[CH3:16])[C:11]([OH:13])=O)[C:7](=[O:18])[CH:6]=1.C(N(CC)C(C)C)(C)C.F[P-](F)(F)(F)(F)F.N1(O[P+](N(C)C)(N(C)C)N(C)C)C2C=CC=CC=2N=N1.[CH3:60][C:61]1([CH3:73])[O:65][C@H:64]([CH2:66][N:67]2[CH:71]=[CH:70][C:69]([NH2:72])=[N:68]2)[CH2:63][O:62]1, predict the reaction product. The product is: [CH3:60][C:61]1([CH3:73])[O:65][C@H:64]([CH2:66][N:67]2[CH:71]=[CH:70][C:69]([NH:72][C:11](=[O:13])[C@@H:10]([N:8]3[CH2:9][C:5]([O:4][C:3]4[CH:19]=[CH:20][C:21]([F:23])=[CH:22][C:2]=4[F:1])=[CH:6][C:7]3=[O:18])[CH2:14][CH:15]([CH3:17])[CH3:16])=[N:68]2)[CH2:63][O:62]1. (5) The product is: [C:1]([O:5][C:6](=[O:27])[CH2:7][CH2:8][C:9]1[CH:14]=[CH:13][C:12]([O:15][CH2:41][CH2:40][C:30]2[N:31]=[C:32]([C:34]3[CH:35]=[CH:36][CH:37]=[CH:38][CH:39]=3)[O:33][C:29]=2[CH3:28])=[CH:11][C:10]=1[CH2:21][O:54][C:53](=[O:56])[NH:60][CH:62]1[CH2:10][CH2:9][CH2:8][CH2:7][CH2:6]1)([CH3:2])([CH3:3])[CH3:4]. Given the reactants [C:1]([O:5][C:6](=[O:27])[CH2:7][CH2:8][C:9]1[CH:14]=[CH:13][C:12]([OH:15])=[C:11](COC(=O)N)[C:10]=1[CH:21]1CCCCC1)([CH3:4])([CH3:3])[CH3:2].[CH3:28][C:29]1[O:33][C:32]([C:34]2[CH:39]=[CH:38][CH:37]=[CH:36][CH:35]=2)=[N:31][C:30]=1[CH2:40][CH2:41]OS(C1C=CC(C)=CC=1)(=O)=O.[C:53](=[O:56])([O-])[O-:54].[Cs+].[Cs+].C[N:60]([CH:62]=O)C, predict the reaction product. (6) Given the reactants [CH3:1][C:2]1[CH:11]=[C:10]([CH3:12])[C:9]2[C:4](=[CH:5][CH:6]=[CH:7][CH:8]=2)[C:3]=1[N:13]1[C:17]([CH3:18])=[N:16][N:15]=[C:14]1[SH:19].[Br:20][C:21]1[CH:26]=[CH:25][CH:24]=[CH:23][C:22]=1[NH:27][C:28](=[O:31])[CH2:29]Cl.C(=O)([O-])[O-].[K+].[K+].O, predict the reaction product. The product is: [Br:20][C:21]1[CH:26]=[CH:25][CH:24]=[CH:23][C:22]=1[NH:27][C:28](=[O:31])[CH2:29][S:19][C:14]1[N:13]([C:3]2[C:4]3[C:9](=[CH:8][CH:7]=[CH:6][CH:5]=3)[C:10]([CH3:12])=[CH:11][C:2]=2[CH3:1])[C:17]([CH3:18])=[N:16][N:15]=1.